This data is from Reaction yield outcomes from USPTO patents with 853,638 reactions. The task is: Predict the reaction yield, written as a fraction of the theoretical maximum amount of product (1.0 means a 100% yield; for example, 0.34 means a 34% yield). (1) The yield is 0.990. The catalyst is N1C=CC=CC=1. The reactants are [NH2:1][C:2]1[N:7]=[CH:6][C:5]([O:8][C:9]2[CH:10]=[C:11]([NH:15][C:16](=[O:27])[C:17]3[CH:22]=[CH:21][CH:20]=[C:19]([C:23]([F:26])([F:25])[F:24])[CH:18]=3)[CH:12]=[CH:13][CH:14]=2)=[CH:4][CH:3]=1.[CH3:28][C:29]1[CH:34]=[CH:33][C:32]([S:35](Cl)(=[O:37])=[O:36])=[CH:31][CH:30]=1.O. The product is [CH3:28][C:29]1[CH:34]=[CH:33][C:32]([S:35]([NH:1][C:2]2[N:7]=[CH:6][C:5]([O:8][C:9]3[CH:10]=[C:11]([NH:15][C:16](=[O:27])[C:17]4[CH:22]=[CH:21][CH:20]=[C:19]([C:23]([F:26])([F:24])[F:25])[CH:18]=4)[CH:12]=[CH:13][CH:14]=3)=[CH:4][CH:3]=2)(=[O:37])=[O:36])=[CH:31][CH:30]=1. (2) The reactants are [Cl:1][C:2]1[C:10]2[C:5](=[CH:6][CH:7]=[CH:8][CH:9]=2)[N:4]([C:11]2[CH:16]=[CH:15][C:14]([C:17](=O)[CH3:18])=[CH:13][CH:12]=2)[C:3]=1[C:20]([N:22]1[CH2:26][CH2:25][CH2:24][CH2:23]1)=[O:21].ClCCl.C([O-])(=O)C.[NH4+].C([BH3-])#[N:36].[Na+].Cl. The catalyst is CO. The product is [NH2:36][CH:17]([C:14]1[CH:13]=[CH:12][C:11]([N:4]2[C:5]3[C:10](=[CH:9][CH:8]=[CH:7][CH:6]=3)[C:2]([Cl:1])=[C:3]2[C:20]([N:22]2[CH2:23][CH2:24][CH2:25][CH2:26]2)=[O:21])=[CH:16][CH:15]=1)[CH3:18]. The yield is 0.460. (3) The reactants are [OH:1][CH:2]([C:11]1[CH:16]=[CH:15][C:14]([CH2:17][O:18][Si:19]([CH:26]([CH3:28])[CH3:27])([CH:23]([CH3:25])[CH3:24])[CH:20]([CH3:22])[CH3:21])=[CH:13][CH:12]=1)[C:3]1[CH:4]=[C:5]([CH:8]=[CH:9][CH:10]=1)[C:6]#[N:7].O1CCC[CH2:30]1.[H-].[Na+].IC. The catalyst is C(=O)([O-])O.[Na+]. The product is [CH3:30][O:1][CH:2]([C:11]1[CH:16]=[CH:15][C:14]([CH2:17][O:18][Si:19]([CH:23]([CH3:25])[CH3:24])([CH:26]([CH3:28])[CH3:27])[CH:20]([CH3:21])[CH3:22])=[CH:13][CH:12]=1)[C:3]1[CH:4]=[C:5]([CH:8]=[CH:9][CH:10]=1)[C:6]#[N:7]. The yield is 0.600. (4) The reactants are [C:1]([O:5][C:6]([NH:8][CH:9]1[CH2:13][CH2:12][C:11]([CH2:14][PH:15](=[O:20])[O:16][CH:17]([CH3:19])[CH3:18])=[CH:10]1)=[O:7])([CH3:4])([CH3:3])[CH3:2]. The catalyst is CO.[Pt]=O. The product is [C:1]([O:5][C:6]([NH:8][C@@H:9]1[CH2:13][CH2:12][C@H:11]([CH2:14][PH:15](=[O:20])[O:16][CH:17]([CH3:18])[CH3:19])[CH2:10]1)=[O:7])([CH3:4])([CH3:3])[CH3:2]. The yield is 0.950.